Task: Predict the reaction yield, written as a fraction of the theoretical maximum amount of product (1.0 means a 100% yield; for example, 0.34 means a 34% yield).. Dataset: Reaction yield outcomes from USPTO patents with 853,638 reactions (1) The yield is 0.818. The catalyst is C1COCC1.CO. The product is [CH2:1]([O:5][C:6]1[CH:7]=[CH:8][C:9]([S:12]([N:15]([CH:17]([C:22]2[CH:23]=[CH:24][C:25]([O:28][CH2:29][CH2:30][CH2:31][NH:32][C:33]([O:35][CH2:36][CH3:37])=[O:34])=[CH:26][CH:27]=2)[C:18]([OH:20])=[O:19])[CH3:16])(=[O:13])=[O:14])=[CH:10][CH:11]=1)[C:2]#[C:3][CH3:4]. The reactants are [CH2:1]([O:5][C:6]1[CH:11]=[CH:10][C:9]([S:12]([N:15]([CH:17]([C:22]2[CH:27]=[CH:26][C:25]([O:28][CH2:29][CH2:30][CH2:31][NH:32][C:33]([O:35][CH2:36][CH3:37])=[O:34])=[CH:24][CH:23]=2)[C:18]([O:20]C)=[O:19])[CH3:16])(=[O:14])=[O:13])=[CH:8][CH:7]=1)[C:2]#[C:3][CH3:4].[OH-].[Na+]. (2) The reactants are [CH3:1][O:2][C:3]([C:5]1[C:13]2[N:12]=[C:11]([NH2:14])[NH:10][C:9]=2[CH:8]=[CH:7][CH:6]=1)=[O:4].CO[C:17](=O)[C:18]1C=C(C)C=C([N+]([O-])=O)[C:19]=1N. No catalyst specified. The product is [CH3:1][O:2][C:3]([C:5]1[C:13]2[N:12]=[C:11]([NH2:14])[NH:10][C:9]=2[CH:8]=[C:7]([CH2:17][CH2:18][CH3:19])[CH:6]=1)=[O:4]. The yield is 0.850. (3) The reactants are [H-].[H-].[H-].[H-].[Li+].[Al+3].[F:7][C:8]1[CH:9]=[C:10]([CH:22]=[CH:23][CH:24]=1)[CH2:11][O:12][CH2:13][C:14]1[CH:21]=[CH:20][C:17]([C:18]#[N:19])=[CH:16][CH:15]=1.O.[OH-].[Na+]. The catalyst is C1COCC1. The product is [F:7][C:8]1[CH:9]=[C:10]([CH:22]=[CH:23][CH:24]=1)[CH2:11][O:12][CH2:13][C:14]1[CH:21]=[CH:20][C:17]([CH2:18][NH2:19])=[CH:16][CH:15]=1. The yield is 0.370. (4) The reactants are C(N=C=NC(C)C)(C)C.[F:10][C:11]1[CH:16]=[CH:15][C:14]([C:17]2([CH2:23][O:24][CH2:25][C:26]([OH:28])=O)[CH2:22][CH2:21][CH2:20][CH2:19][CH2:18]2)=[CH:13][CH:12]=1.[C:29]([O:33][C:34]([CH:36]1[CH2:39][N:38]([CH2:40][C:41]2[CH:46]=[CH:45][C:44]([C:47](=[N:49]O)[NH2:48])=[CH:43][CH:42]=2)[CH2:37]1)=[O:35])([CH3:32])([CH3:31])[CH3:30].[F-].C([N+](CCCC)(CCCC)CCCC)CCC. The catalyst is ClCCl. The product is [F:10][C:11]1[CH:12]=[CH:13][C:14]([C:17]2([CH2:23][O:24][CH2:25][C:26]3[O:28][N:49]=[C:47]([C:44]4[CH:43]=[CH:42][C:41]([CH2:40][N:38]5[CH2:37][CH:36]([C:34]([O:33][C:29]([CH3:30])([CH3:32])[CH3:31])=[O:35])[CH2:39]5)=[CH:46][CH:45]=4)[N:48]=3)[CH2:18][CH2:19][CH2:20][CH2:21][CH2:22]2)=[CH:15][CH:16]=1. The yield is 0.640. (5) The reactants are [O:1]1[CH2:6][CH2:5][CH2:4][CH2:3][CH:2]1[O:7][C:8]1[CH:9]=[C:10]([CH:21]=[C:22]([O:24][CH:25]2[CH2:30][CH2:29][CH2:28][CH2:27][O:26]2)[CH:23]=1)[C:11](ON1C(=O)CCC1=O)=[O:12].Cl.[NH2:32][CH2:33][C@@H:34]([C:57]([O:59][CH3:60])=[O:58])[NH:35][C:36](=[O:56])[C:37]1[C:42]([Cl:43])=[CH:41][C:40]([C:44]([NH:46][CH2:47][C:48]2[CH:53]=[CH:52][CH:51]=[C:50]([OH:54])[CH:49]=2)=[O:45])=[CH:39][C:38]=1[Cl:55].C(N(CC)CC)C.C(OCC)(=O)C. The catalyst is CN(C)C=O. The product is [O:1]1[CH2:6][CH2:5][CH2:4][CH2:3][CH:2]1[O:7][C:8]1[CH:9]=[C:10]([CH:21]=[C:22]([O:24][CH:25]2[CH2:30][CH2:29][CH2:28][CH2:27][O:26]2)[CH:23]=1)[C:11]([NH:32][CH2:33][C@@H:34]([C:57]([O:59][CH3:60])=[O:58])[NH:35][C:36](=[O:56])[C:37]1[C:42]([Cl:43])=[CH:41][C:40]([C:44]([NH:46][CH2:47][C:48]2[CH:53]=[CH:52][CH:51]=[C:50]([OH:54])[CH:49]=2)=[O:45])=[CH:39][C:38]=1[Cl:55])=[O:12]. The yield is 0.520. (6) The reactants are [CH3:1][O:2][C:3]([C:5]1[CH:6]=[CH:7][C:8]([C:11]([OH:13])=O)=[N:9][CH:10]=1)=[O:4].[CH:14]1([NH2:17])[CH2:16][CH2:15]1.CCN(CC)CC.CN(C(ON1N=NC2C=CC=CC1=2)=[N+](C)C)C.F[P-](F)(F)(F)(F)F. The catalyst is CN(C=O)C. The product is [CH:14]1([NH:17][C:11]([C:8]2[N:9]=[CH:10][C:5]([C:3]([O:2][CH3:1])=[O:4])=[CH:6][CH:7]=2)=[O:13])[CH2:16][CH2:15]1. The yield is 0.424.